This data is from Full USPTO retrosynthesis dataset with 1.9M reactions from patents (1976-2016). The task is: Predict the reactants needed to synthesize the given product. (1) Given the product [CH:62]1([C@H:61]2[C@H:60]([CH3:59])[C@@H:14]([NH:17][C:18](=[O:27])[O:19][CH2:20][C:21]3[CH:22]=[CH:23][CH:24]=[CH:25][CH:26]=3)[C:15]3[C:5](=[CH:4][CH:3]=[C:2]([F:1])[CH:16]=3)[NH:6]2)[CH2:63][CH2:58]1, predict the reactants needed to synthesize it. The reactants are: [F:1][C:2]1C=C[C:5]([NH2:6])=[CH:4][CH:3]=1.C1(C=O)CC1.[CH:14](/[NH:17][C:18](=[O:27])[O:19][CH2:20][C:21]1[CH:26]=[CH:25][CH:24]=[CH:23][CH:22]=1)=[CH:15]\[CH3:16].Cl[C:58]1[CH:63]=[CH:62][C:61]([C:58]2[C:63]3OP(=O)(O)O[C:58]4[C:63]([C:58]5[CH:63]=[CH:62][C:61](Cl)=[CH:60][CH:59]=5)=[CH:62][C:61]5CCCC[C:60]=5[C:59]=4[C:62]=3[C:61]3CCCC[C:60]=3[CH:59]=2)=[CH:60][CH:59]=1. (2) Given the product [CH2:1]([O:3][C:4]([N:6]1[CH2:7][CH2:8][N:9]([C:12](=[O:40])[C@@H:13]([NH:23][C:24]([C:26]2[CH:30]=[C:29]([O:31][CH2:42][C:43]([O:45][CH2:46][C:47]3[CH:52]=[CH:51][CH:50]=[CH:49][CH:48]=3)=[O:44])[N:28]([C:32]3[CH:37]=[CH:36][C:35]([F:38])=[C:34]([F:39])[CH:33]=3)[N:27]=2)=[O:25])[CH2:14][CH2:15][C:16]([O:18][C:19]([CH3:22])([CH3:21])[CH3:20])=[O:17])[CH2:10][CH2:11]1)=[O:5])[CH3:2], predict the reactants needed to synthesize it. The reactants are: [CH2:1]([O:3][C:4]([N:6]1[CH2:11][CH2:10][N:9]([C:12](=[O:40])[C@@H:13]([NH:23][C:24]([C:26]2[CH:30]=[C:29]([OH:31])[N:28]([C:32]3[CH:37]=[CH:36][C:35]([F:38])=[C:34]([F:39])[CH:33]=3)[N:27]=2)=[O:25])[CH2:14][CH2:15][C:16]([O:18][C:19]([CH3:22])([CH3:21])[CH3:20])=[O:17])[CH2:8][CH2:7]1)=[O:5])[CH3:2].Br[CH2:42][C:43]([O:45][CH2:46][C:47]1[CH:52]=[CH:51][CH:50]=[CH:49][CH:48]=1)=[O:44].C(=O)([O-])[O-].[Cs+].[Cs+]. (3) Given the product [C:6]([C:5]1[CH:8]=[CH:9][C:2](/[CH:10]=[CH:11]/[C:12]2[CH:17]=[CH:16][CH:15]=[CH:14][CH:13]=2)=[CH:3][CH:4]=1)#[N:7], predict the reactants needed to synthesize it. The reactants are: I[C:2]1[CH:9]=[CH:8][C:5]([C:6]#[N:7])=[CH:4][CH:3]=1.[CH2:10]=[CH:11][C:12]1[CH:17]=[CH:16][CH:15]=[CH:14][CH:13]=1.